From a dataset of Full USPTO retrosynthesis dataset with 1.9M reactions from patents (1976-2016). Predict the reactants needed to synthesize the given product. Given the product [NH2:16][C@H:11]([C:54]([O:60][CH2:52][CH3:53])=[O:55])[CH2:12][CH2:13][C:14]([NH:15][C:10]1[C:37]([OH:47])=[C:38]([S:43]([OH:46])(=[O:44])=[O:45])[CH:39]=[C:40]([Cl:42])[CH:41]=1)=[O:34], predict the reactants needed to synthesize it. The reactants are: CN(C(ON1N=[N:16][C:11]2[CH:12]=[CH:13][CH:14]=[N:15][C:10]1=2)=[N+](C)C)C.F[P-](F)(F)(F)(F)F.C1C=NC2N([OH:34])N=NC=2C=1.NC1[C:37]([OH:47])=[C:38]([S:43]([OH:46])(=[O:45])=[O:44])[CH:39]=[C:40]([Cl:42])[CH:41]=1.N1[CH:53]=[CH:52]C=CC=1.[C:54]([OH:60])(C(F)(F)F)=[O:55].